Dataset: Reaction yield outcomes from USPTO patents with 853,638 reactions. Task: Predict the reaction yield, written as a fraction of the theoretical maximum amount of product (1.0 means a 100% yield; for example, 0.34 means a 34% yield). (1) The reactants are [C:1]1([C:27]2[CH:32]=[CH:31][CH:30]=[CH:29][CH:28]=2)[CH:6]=[CH:5][C:4]([CH2:7][CH:8]([CH2:19][C:20]([O:22][C:23]([CH3:26])([CH3:25])[CH3:24])=[O:21])[C:9]([O:11]CC2C=CC=CC=2)=[O:10])=[CH:3][CH:2]=1. The catalyst is CCOC(C)=O.[Pd]. The product is [C:1]1([C:27]2[CH:28]=[CH:29][CH:30]=[CH:31][CH:32]=2)[CH:2]=[CH:3][C:4]([CH2:7][CH:8]([CH2:19][C:20]([O:22][C:23]([CH3:26])([CH3:25])[CH3:24])=[O:21])[C:9]([OH:11])=[O:10])=[CH:5][CH:6]=1. The yield is 0.930. (2) The reactants are Br[C:2]1[C:3]([OH:18])=[C:4]2[C:9](=[CH:10][CH:11]=1)[N:8]([C:12]([CH:14]1[CH2:16][CH2:15]1)=[O:13])[C@@H:7]([CH3:17])[CH2:6][CH2:5]2.CC1(C)C(C)(C)OB([C:27]2[CH:28]=[N:29][N:30]([CH:32]3[CH2:37][CH2:36][N:35]([C:38]([O:40][C:41]([CH3:44])([CH3:43])[CH3:42])=[O:39])[CH2:34][CH2:33]3)[CH:31]=2)O1.C(=O)([O-])[O-].[Na+].[Na+].O1CCOCC1. The catalyst is C1C=CC(P(C2C=CC=CC=2)[C-]2C=CC=C2)=CC=1.C1C=CC(P(C2C=CC=CC=2)[C-]2C=CC=C2)=CC=1.Cl[Pd]Cl.[Fe+2].ClCCl.O. The product is [CH:14]1([C:12]([N:8]2[C:9]3[C:4](=[C:3]([OH:18])[C:2]([C:27]4[CH:28]=[N:29][N:30]([CH:32]5[CH2:33][CH2:34][N:35]([C:38]([O:40][C:41]([CH3:44])([CH3:43])[CH3:42])=[O:39])[CH2:36][CH2:37]5)[CH:31]=4)=[CH:11][CH:10]=3)[CH2:5][CH2:6][C@@H:7]2[CH3:17])=[O:13])[CH2:16][CH2:15]1. The yield is 0.260. (3) The reactants are [C:1]([C:5]1[CH:17]=[CH:16][C:8]2[O:9][CH:10]([C:13]([OH:15])=O)[CH2:11][O:12][C:7]=2[CH:6]=1)([CH3:4])([CH3:3])[CH3:2].[N:18]1[C:27]2[C:22](=[CH:23][CH:24]=[CH:25][CH:26]=2)[C:21]([CH2:28][NH2:29])=[CH:20][CH:19]=1.F[P-](F)(F)(F)(F)F.C[N+](C)=C(N(C)C)ON1C2N=CC=CC=2N=N1.C(N(CC)C(C)C)(C)C. The catalyst is CN(C=O)C.O1CCCC1. The yield is 0.640. The product is [C:1]([C:5]1[CH:17]=[CH:16][C:8]2[O:9][CH:10]([C:13]([NH:29][CH2:28][C:21]3[C:22]4[C:27](=[CH:26][CH:25]=[CH:24][CH:23]=4)[N:18]=[CH:19][CH:20]=3)=[O:15])[CH2:11][O:12][C:7]=2[CH:6]=1)([CH3:2])([CH3:3])[CH3:4]. (4) The reactants are Cl.[NH2:2][C:3]1[CH:8]=[CH:7][C:6]([OH:9])=[CH:5][C:4]=1[Cl:10].[N+]([C:14]1[CH:19]=CC=C[CH:15]=1)([O-])=O.B(O)(O)O.S(=O)(=O)(O)O. The catalyst is OCC(CO)O. The product is [Cl:10][C:4]1[CH:5]=[C:6]([OH:9])[CH:7]=[C:8]2[C:3]=1[N:2]=[CH:19][CH:14]=[CH:15]2. The yield is 0.770.